Dataset: Forward reaction prediction with 1.9M reactions from USPTO patents (1976-2016). Task: Predict the product of the given reaction. (1) Given the reactants Cl[C:2]1[N:7]=[C:6]2[S:8][CH:9]=[CH:10][C:5]2=[CH:4][C:3]=1[CH:11]([N:13]1[C:21](=[O:22])[C:20]2[C:15](=[CH:16][CH:17]=[CH:18][CH:19]=2)[C:14]1=[O:23])[CH3:12].C([Sn](CCCC)(CCCC)[C:29]1[CH:34]=[CH:33][CH:32]=[CH:31][N:30]=1)CCC, predict the reaction product. The product is: [N:30]1[CH:31]=[CH:32][CH:33]=[CH:34][C:29]=1[C:2]1[N:7]=[C:6]2[S:8][CH:9]=[CH:10][C:5]2=[CH:4][C:3]=1[CH:11]([N:13]1[C:21](=[O:22])[C:20]2[C:15](=[CH:16][CH:17]=[CH:18][CH:19]=2)[C:14]1=[O:23])[CH3:12]. (2) Given the reactants [NH2:1][C:2]1[CH:10]=[CH:9][C:5]([C:6]([OH:8])=O)=[CH:4][C:3]=1[F:11].CN(C(ON1N=NC2C=CC=CC1=2)=[N+](C)C)C.F[P-](F)(F)(F)(F)F.CN(C=O)C.C(N(CC)C(C)C)(C)C.[F:50][C:51]1[CH:62]=[CH:61][C:54]([O:55][C:56]([CH3:60])([CH3:59])[CH2:57][NH2:58])=[CH:53][CH:52]=1, predict the reaction product. The product is: [NH2:1][C:2]1[CH:10]=[CH:9][C:5]([C:6]([NH:58][CH2:57][C:56]([O:55][C:54]2[CH:53]=[CH:52][C:51]([F:50])=[CH:62][CH:61]=2)([CH3:60])[CH3:59])=[O:8])=[CH:4][C:3]=1[F:11].